From a dataset of Forward reaction prediction with 1.9M reactions from USPTO patents (1976-2016). Predict the product of the given reaction. (1) Given the reactants [Cl:1][C:2]1[C:7]([F:8])=[C:6]([Cl:9])[CH:5]=[CH:4][C:3]=1[C:10]([N:12]1[CH2:17][CH2:16][NH:15][C:14](=O)[CH2:13]1)=[O:11].F[B-](F)(F)F.C([O+](CC)CC)C.[S:31]1[C:35]([C:36]([NH:38][NH2:39])=O)=[CH:34][N:33]=[CH:32]1, predict the reaction product. The product is: [Cl:1][C:2]1[C:7]([F:8])=[C:6]([Cl:9])[CH:5]=[CH:4][C:3]=1[C:10]([N:12]1[CH2:17][CH2:16][N:15]2[C:36]([C:35]3[S:31][CH:32]=[N:33][CH:34]=3)=[N:38][N:39]=[C:14]2[CH2:13]1)=[O:11]. (2) Given the reactants [CH:1]([C:4]1[CH:9]=[CH:8][C:7]([CH:10]2[C:14]3[C:15]([CH3:22])=[C:16]([OH:21])[C:17]([CH3:20])=[C:18]([CH3:19])[C:13]=3[O:12][C:11]2([CH3:24])[CH3:23])=[CH:6][CH:5]=1)([CH3:3])[CH3:2].CS(O[CH2:30][CH2:31][CH:32]([C:39]1[CH:44]=[CH:43][CH:42]=[CH:41][CH:40]=1)[C:33]1[CH:38]=[CH:37][CH:36]=[CH:35][CH:34]=1)(=O)=O, predict the reaction product. The product is: [C:33]1([CH:32]([C:39]2[CH:40]=[CH:41][CH:42]=[CH:43][CH:44]=2)[CH2:31][CH2:30][O:21][C:16]2[C:17]([CH3:20])=[C:18]([CH3:19])[C:13]3[O:12][C:11]([CH3:24])([CH3:23])[CH:10]([C:7]4[CH:8]=[CH:9][C:4]([CH:1]([CH3:3])[CH3:2])=[CH:5][CH:6]=4)[C:14]=3[C:15]=2[CH3:22])[CH:38]=[CH:37][CH:36]=[CH:35][CH:34]=1. (3) Given the reactants [NH2:1][C:2]1[C:3]([C:9]2[O:10]C=CC=2)=[N:4][C:5]([Cl:8])=[CH:6][CH:7]=1.[Mn]([O-])(=O)(=O)=[O:15].[K+], predict the reaction product. The product is: [NH2:1][C:2]1[C:3]([C:9]([OH:10])=[O:15])=[N:4][C:5]([Cl:8])=[CH:6][CH:7]=1. (4) Given the reactants C[O:2][C:3](=O)[CH2:4][C:5]1[C:6]([CH2:13][CH2:14][NH:15][CH2:16][C:17]2[CH:22]=[CH:21][CH:20]=[CH:19][CH:18]=2)=[N:7][C:8]([O:11][CH3:12])=[CH:9][CH:10]=1, predict the reaction product. The product is: [CH2:16]([N:15]1[C:3](=[O:2])[CH2:4][C:5]2[CH:10]=[CH:9][C:8]([O:11][CH3:12])=[N:7][C:6]=2[CH2:13][CH2:14]1)[C:17]1[CH:22]=[CH:21][CH:20]=[CH:19][CH:18]=1.